Dataset: Forward reaction prediction with 1.9M reactions from USPTO patents (1976-2016). Task: Predict the product of the given reaction. (1) Given the reactants N(C(OCC)=O)=NC(OCC)=O.[I:13][C:14]1[CH:25]=[CH:24][C:17]2[NH:18][C:19](=[O:23])[O:20][C:21](=[O:22])[C:16]=2[CH:15]=1.C1(P(C2C=CC=CC=2)C2C=CC=CC=2)C=CC=CC=1.[CH2:45](O)[CH2:46][CH:47]([CH3:49])[CH3:48], predict the reaction product. The product is: [I:13][C:14]1[CH:25]=[CH:24][C:17]2[N:18]([CH2:45][CH2:46][CH:47]([CH3:49])[CH3:48])[C:19](=[O:23])[O:20][C:21](=[O:22])[C:16]=2[CH:15]=1. (2) Given the reactants ClCCl.[NH2:4][C@@H:5]([C:8]([OH:10])=[O:9])[CH2:6][OH:7].C[Si](Cl)(C)C.[C:16](Cl)([C:29]1[CH:34]=[CH:33][CH:32]=[CH:31][CH:30]=1)([C:23]1[CH:28]=[CH:27][CH:26]=[CH:25][CH:24]=1)[C:17]1[CH:22]=[CH:21][CH:20]=[CH:19][CH:18]=1, predict the reaction product. The product is: [C:16]([NH:4][C@@H:5]([C:8]([OH:10])=[O:9])[CH2:6][OH:7])([C:17]1[CH:22]=[CH:21][CH:20]=[CH:19][CH:18]=1)([C:29]1[CH:30]=[CH:31][CH:32]=[CH:33][CH:34]=1)[C:23]1[CH:24]=[CH:25][CH:26]=[CH:27][CH:28]=1. (3) Given the reactants [CH3:1][O:2][CH2:3][C:4]([NH:6][C:7]1[C:8]([CH3:18])=[N:9][NH:10][C:11]=1[C:12]1[CH:17]=[CH:16][CH:15]=[CH:14][CH:13]=1)=O.O=P12OP3(OP(OP(O3)(O1)=O)(=O)O2)=O, predict the reaction product. The product is: [CH3:1][O:2][CH2:3][C:4]1[C:13]2[CH:14]=[CH:15][CH:16]=[CH:17][C:12]=2[C:11]2[NH:10][N:9]=[C:8]([CH3:18])[C:7]=2[N:6]=1. (4) Given the reactants [Cl:1][C:2]1[C:10]2[S:9][C:8]([S:11][CH3:12])=[N:7][C:6]=2[CH:5]=[CH:4][C:3]=1[OH:13].Cl[C:15]1[CH:20]=[CH:19][N:18]=[C:17]([C:21]([NH:23][CH3:24])=[O:22])[CH:16]=1.C(=O)([O-])[O-].[Cs+].[Cs+], predict the reaction product. The product is: [Cl:1][C:2]1[C:10]2[S:9][C:8]([S:11][CH3:12])=[N:7][C:6]=2[CH:5]=[CH:4][C:3]=1[O:13][C:15]1[CH:20]=[CH:19][N:18]=[C:17]([C:21]([NH:23][CH3:24])=[O:22])[CH:16]=1. (5) Given the reactants [NH2:1][C@@H:2]1[CH2:7][CH2:6][CH2:5][C@H:4]([NH:8][C:9](=[O:18])[O:10][CH2:11][C:12]2[CH:17]=[CH:16][CH:15]=[CH:14][CH:13]=2)[CH2:3]1.CCN(CC)CC.[Cl:26][CH2:27][CH2:28][CH2:29][C:30](Cl)=[O:31], predict the reaction product. The product is: [Cl:26][CH2:27][CH2:28][CH2:29][C:30]([NH:1][C@@H:2]1[CH2:7][CH2:6][CH2:5][C@H:4]([NH:8][C:9](=[O:18])[O:10][CH2:11][C:12]2[CH:17]=[CH:16][CH:15]=[CH:14][CH:13]=2)[CH2:3]1)=[O:31]. (6) Given the reactants [C:1]([N:8]1[CH2:13][CH2:12][CH2:11][CH2:10][C:9]1=O)([O:3][C:4]([CH3:7])([CH3:6])[CH3:5])=[O:2].[C:15]([S:19]([NH2:21])=[O:20])([CH3:18])([CH3:17])[CH3:16].[Cl:22][C:23]1[CH:24]=[C:25]([CH:29]=[CH:30][CH:31]=1)[CH2:26][Mg]Br.ClC1C=C(C=CC=1)CBr.[Mg], predict the reaction product. The product is: [C:4]([O:3][C:1]([N:8]1[CH2:13][CH2:12][C:11]([CH2:26][C:25]2[CH:29]=[CH:30][CH:31]=[C:23]([Cl:22])[CH:24]=2)([NH:21][S:19]([C:15]([CH3:18])([CH3:17])[CH3:16])=[O:20])[CH2:10][CH2:9]1)=[O:2])([CH3:7])([CH3:6])[CH3:5]. (7) Given the reactants C([O:8][C:9]1[CH:39]=[CH:38][C:12]2[NH:13][C:14]([C:19]3[C:20](=[O:37])[N:21]([NH:30][CH:31]4[CH2:36][CH2:35][CH2:34][CH2:33][CH2:32]4)[C:22]4[C:27]([C:28]=3[OH:29])=[CH:26][CH:25]=[CH:24][CH:23]=4)=[N:15][S:16](=[O:18])(=[O:17])[C:11]=2[CH:10]=1)C1C=CC=CC=1.C(OC1C=CC2NC(C3C(=O)N(NC4CCCC4)C4C(C=3O)=CC=CC=4)=NS(=O)(=O)C=2C=1)C1C=CC=CC=1, predict the reaction product. The product is: [CH:31]1([NH:30][N:21]2[C:22]3[C:27](=[CH:26][CH:25]=[CH:24][CH:23]=3)[C:28]([OH:29])=[C:19]([C:14]3[NH:13][C:12]4[CH:38]=[CH:39][C:9]([OH:8])=[CH:10][C:11]=4[S:16](=[O:17])(=[O:18])[N:15]=3)[C:20]2=[O:37])[CH2:32][CH2:33][CH2:34][CH2:35][CH2:36]1. (8) The product is: [CH3:29][NH:36][CH:37]([CH3:38])[C:6]([NH:7][CH:8]1[CH2:12][CH2:11][N:10]([CH2:13][C:14](=[O:26])[NH:15][CH:16]2[C:17]3[C:18](=[CH:19][CH:20]=[CH:21][CH:22]=3)[CH2:23][CH2:24][CH2:25]2)[C:9]1=[O:27])=[O:28]. Given the reactants C(O[C:6](=[O:28])[NH:7][CH:8]1[CH2:12][CH2:11][N:10]([CH2:13][C:14](=[O:26])[NH:15][CH:16]2[CH2:25][CH2:24][C:23]3[C:18](=[CH:19][CH:20]=[CH:21][CH:22]=3)[CH2:17]2)[C:9]1=[O:27])(C)(C)C.[C:29]([N:36](C)[C@H:37](C(O)=O)[CH3:38])(OC(C)(C)C)=O.C1C=CC2N(O)N=NC=2C=1.CCN=C=NCCCN(C)C.CCN(C(C)C)C(C)C, predict the reaction product.